This data is from Forward reaction prediction with 1.9M reactions from USPTO patents (1976-2016). The task is: Predict the product of the given reaction. (1) Given the reactants [C:1]([CH:5]1[N:14]2[C:9](=[CH:10][C:11](=[O:20])[C:12]([C:15]([O:17][CH2:18][CH3:19])=[O:16])=[CH:13]2)[C:8]2[CH:21]=[C:22]([O:26][CH3:27])[C:23]([OH:25])=[CH:24][C:7]=2[CH2:6]1)([CH3:4])([CH3:3])[CH3:2].CC1C=CC(S(O[CH2:39][CH2:40][CH2:41][N:42]2[CH2:46][CH2:45][CH2:44][C:43]2=[O:47])(=O)=O)=CC=1.C([O-])([O-])=O.[K+].[K+], predict the reaction product. The product is: [C:1]([CH:5]1[N:14]2[C:9](=[CH:10][C:11](=[O:20])[C:12]([C:15]([O:17][CH2:18][CH3:19])=[O:16])=[CH:13]2)[C:8]2[CH:21]=[C:22]([O:26][CH3:27])[C:23]([O:25][CH2:39][CH2:40][CH2:41][N:42]3[CH2:46][CH2:45][CH2:44][C:43]3=[O:47])=[CH:24][C:7]=2[CH2:6]1)([CH3:2])([CH3:3])[CH3:4]. (2) The product is: [Br:1][C:2]1[S:3][C:4]2[CH:10]=[C:9]([C:11]([O:13][CH3:14])=[O:12])[CH:8]=[CH:7][C:5]=2[N:6]=1. Given the reactants [Br:1][C:2]1[S:3][C:4]2[CH:10]=[C:9]([C:11]([OH:13])=[O:12])[CH:8]=[CH:7][C:5]=2[N:6]=1.[CH3:14][Si](C=[N+]=[N-])(C)C, predict the reaction product. (3) Given the reactants [S:1]1[CH:5]=[CH:4][CH:3]=[C:2]1[NH:6][C:7](=O)OC(C)(C)C.[Br:14][CH:15](C=O)[CH:16]=O.Cl, predict the reaction product. The product is: [Br:14][C:15]1[CH:16]=[C:3]2[CH:4]=[CH:5][S:1][C:2]2=[N:6][CH:7]=1.